Predict the product of the given reaction. From a dataset of Forward reaction prediction with 1.9M reactions from USPTO patents (1976-2016). (1) Given the reactants Br[CH2:2][CH2:3][CH2:4][O:5][C:6]1[C:7]([B:14]2[O:18][C:17]([CH3:20])([CH3:19])[C:16]([CH3:22])([CH3:21])[O:15]2)=[C:8]([CH:11]=[CH:12][CH:13]=1)[CH:9]=[O:10].[CH:23]1[C:24]2[C:39](=[O:40])[C:38]([C:41]([OH:43])=[O:42])=[CH:37][N:36]([CH:44]3[CH2:46][CH2:45]3)[C:25]=2[CH:26]=[C:27]([N:30]2[CH2:35][CH2:34][NH:33][CH2:32][CH2:31]2)[C:28]=1[F:29], predict the reaction product. The product is: [CH:44]1([N:36]2[C:25]3[C:24](=[CH:23][C:28]([F:29])=[C:27]([N:30]4[CH2:35][CH2:34][N:33]([CH2:2][CH2:3][CH2:4][O:5][C:6]5[CH:13]=[CH:12][CH:11]=[C:8]([CH:9]=[O:10])[C:7]=5[B:14]5[O:18][C:17]([CH3:20])([CH3:19])[C:16]([CH3:22])([CH3:21])[O:15]5)[CH2:32][CH2:31]4)[CH:26]=3)[C:39](=[O:40])[C:38]([C:41]([OH:43])=[O:42])=[CH:37]2)[CH2:45][CH2:46]1. (2) Given the reactants [F:1][C:2]1[CH:7]=[CH:6][C:5]([O:8][CH3:9])=[CH:4][C:3]=1[C:10]1[N:15]=[CH:14][C:13]([OH:16])=[CH:12][C:11]=1[CH2:17][C:18]([CH3:21])([CH3:20])[CH3:19].[CH:22]1([CH:25]([C:32]2[CH:37]=[CH:36][CH:35]=[C:34]([CH2:38]O)[CH:33]=2)[CH2:26][C:27]([O:29][CH2:30][CH3:31])=[O:28])[CH2:24][CH2:23]1.C1(P(C2C=CC=CC=2)C2C=CC=CC=2)C=CC=CC=1.N(C(OCC)=O)=NC(OCC)=O, predict the reaction product. The product is: [CH:22]1([CH:25]([C:32]2[CH:37]=[CH:36][CH:35]=[C:34]([CH2:38][O:16][C:13]3[CH:14]=[N:15][C:10]([C:3]4[CH:4]=[C:5]([O:8][CH3:9])[CH:6]=[CH:7][C:2]=4[F:1])=[C:11]([CH2:17][C:18]([CH3:21])([CH3:20])[CH3:19])[CH:12]=3)[CH:33]=2)[CH2:26][C:27]([O:29][CH2:30][CH3:31])=[O:28])[CH2:24][CH2:23]1. (3) Given the reactants [N+:1]([C:4]1[CH:5]=[C:6]([CH:13]=[CH:14][CH:15]=1)[CH2:7][C:8]1[O:9][CH:10]=[CH:11][CH:12]=1)([O-])=O.Cl.C(=O)(O)[O-].[Na+], predict the reaction product. The product is: [O:9]1[CH:10]=[CH:11][CH:12]=[C:8]1[CH2:7][C:6]1[CH:5]=[C:4]([CH:15]=[CH:14][CH:13]=1)[NH2:1].